The task is: Predict the reactants needed to synthesize the given product.. This data is from Full USPTO retrosynthesis dataset with 1.9M reactions from patents (1976-2016). (1) Given the product [CH3:29][C:26]1([CH3:30])[C:25]2[C:20]([O:19][C:16]3[N:15]=[CH:14][C:13]([NH:12][C:10](=[O:11])[C:9]([CH3:32])([CH3:31])[NH2:5])=[CH:18][CH:17]=3)=[CH:21][CH:22]=[CH:23][C:24]=2[O:28][CH2:27]1, predict the reactants needed to synthesize it. The reactants are: CC([N:5]([C:9]([CH3:32])([CH3:31])[C:10]([NH:12][C:13]1[CH:14]=[N:15][C:16]([O:19][C:20]2[C:25]3[C:26]([CH3:30])([CH3:29])[CH2:27][O:28][C:24]=3[CH:23]=[CH:22][CH:21]=2)=[CH:17][CH:18]=1)=[O:11])C(=O)[O-])(C)C.C(O)(C(F)(F)F)=O. (2) Given the product [CH:31]1([NH:35][C:2]2[CH:3]=[C:4]([CH:28]=[CH:29][N:30]=2)[C:5]([NH:7][C:8]2[CH:9]=[C:10]([C:15]3[CH:20]=[CH:19][C:18]([C:21]([NH:23][CH2:24][CH:25]4[CH2:27][CH2:26]4)=[O:22])=[CH:17][CH:16]=3)[C:11]([CH3:14])=[CH:12][CH:13]=2)=[O:6])[CH2:34][CH2:33][CH2:32]1, predict the reactants needed to synthesize it. The reactants are: Cl[C:2]1[CH:3]=[C:4]([CH:28]=[CH:29][N:30]=1)[C:5]([NH:7][C:8]1[CH:9]=[C:10]([C:15]2[CH:20]=[CH:19][C:18]([C:21]([NH:23][CH2:24][CH:25]3[CH2:27][CH2:26]3)=[O:22])=[CH:17][CH:16]=2)[C:11]([CH3:14])=[CH:12][CH:13]=1)=[O:6].[CH:31]1([NH2:35])[CH2:34][CH2:33][CH2:32]1. (3) Given the product [CH2:1]([O:8][C:9]1[CH:10]=[CH:11][C:12]2[O:16][C:15]([CH:17]([NH:21][C:22]3[CH:23]=[CH:24][C:25]([C:28]([N:30]([CH3:38])[CH2:31][CH2:32][C:33]([OH:35])=[O:34])=[O:29])=[N:26][CH:27]=3)[CH:18]([CH3:19])[CH3:20])=[C:14]([CH3:39])[C:13]=2[CH:40]=1)[C:2]1[CH:3]=[CH:4][CH:5]=[CH:6][CH:7]=1, predict the reactants needed to synthesize it. The reactants are: [CH2:1]([O:8][C:9]1[CH:10]=[CH:11][C:12]2[O:16][C:15]([CH:17]([NH:21][C:22]3[CH:23]=[CH:24][C:25]([C:28]([N:30]([CH3:38])[CH2:31][CH2:32][C:33]([O:35]CC)=[O:34])=[O:29])=[N:26][CH:27]=3)[CH:18]([CH3:20])[CH3:19])=[C:14]([CH3:39])[C:13]=2[CH:40]=1)[C:2]1[CH:7]=[CH:6][CH:5]=[CH:4][CH:3]=1.[OH-].[Na+]. (4) Given the product [F:17][C:18]([F:27])([F:28])[CH2:19][C:20]1[CH:26]=[CH:25][C:23]([N:24]2[CH2:14][CH2:13][C:6]3([CH2:11][CH2:10][NH:9][C:8](=[O:12])[CH2:7]3)[C:4]2=[O:5])=[CH:22][CH:21]=1, predict the reactants needed to synthesize it. The reactants are: C(O[C:4]([C:6]1([CH2:13][CH2:14]OC)[CH2:11][CH2:10][NH:9][C:8](=[O:12])[CH2:7]1)=[O:5])C.[F:17][C:18]([F:28])([F:27])[CH2:19][C:20]1[CH:26]=[CH:25][C:23]([NH2:24])=[CH:22][CH:21]=1. (5) Given the product [OH:45][CH2:44][CH2:43][C:38]1[CH:37]=[C:36]2[C:41](=[CH:40][CH:39]=1)[CH:42]=[C:33]([C:32]1[CH:31]=[CH:30][C:1]([C:2]#[N:3])=[CH:26][CH:27]=1)[CH:34]=[CH:35]2, predict the reactants needed to synthesize it. The reactants are: [CH3:1][C:2]1C(C2C=C3C(=CC=2)C=C(CCOS(C)(=O)=O)C=C3)=CC=C(C)[N:3]=1.[CH3:26][C:27]1[C:32]([C:33]2[CH:34]=[C:35]3[C:40](=[CH:41][CH:42]=2)[CH:39]=[C:38]([CH2:43][CH2:44][OH:45])[CH:37]=[CH:36]3)=[CH:31][CH:30]=C(C)N=1. (6) Given the product [Cl:12][C:13]1[CH:18]=[CH:17][CH:16]=[C:15]([Cl:19])[C:14]=1[N:20]1[CH:31]=[CH:30][C:23]2[N:24]=[C:25]([NH:42][C:43]3[CH:48]=[CH:47][C:46]([N:49]4[CH2:54][CH2:53][N:52]([C:55]([O:57][C:58]([CH3:60])([CH3:59])[CH3:61])=[O:56])[CH2:51][CH2:50]4)=[C:45]([F:62])[CH:44]=3)[N:26]=[CH:27][C:22]=2[C:21]1=[O:32], predict the reactants needed to synthesize it. The reactants are: C1C=C(Cl)C=C(C(OO)=O)C=1.[Cl:12][C:13]1[CH:18]=[CH:17][CH:16]=[C:15]([Cl:19])[C:14]=1[N:20]1[CH:31]=[CH:30][C:23]2[N:24]=[C:25](SC)[N:26]=[CH:27][C:22]=2[C:21]1=[O:32].CCN(C(C)C)C(C)C.[NH2:42][C:43]1[CH:48]=[CH:47][C:46]([N:49]2[CH2:54][CH2:53][N:52]([C:55]([O:57][C:58]([CH3:61])([CH3:60])[CH3:59])=[O:56])[CH2:51][CH2:50]2)=[C:45]([F:62])[CH:44]=1. (7) The reactants are: Cl[C:2]1[N:3]=[C:4]2[CH:20]=[C:19]([I:21])[CH:18]=[N:17][C:5]2=[N:6][C:7]=1[N:8]1[CH2:13][CH2:12][N:11]2[CH2:14][CH2:15][CH2:16][CH:10]2[CH2:9]1.O.[NH2:23][NH2:24]. Given the product [CH2:9]1[N:8]([C:7]2[N:6]=[C:5]3[N:17]=[CH:18][C:19]([I:21])=[CH:20][C:4]3=[N:3][C:2]=2[NH:23][NH2:24])[CH2:13][CH2:12][N:11]2[CH2:14][CH2:15][CH2:16][CH:10]12, predict the reactants needed to synthesize it. (8) Given the product [OH:17][C:16]1[C:11]([CH:8]2[CH2:7][CH2:6][C:5](=[O:4])[CH2:10][CH2:9]2)=[N:12][CH:13]=[CH:14][CH:15]=1, predict the reactants needed to synthesize it. The reactants are: O1[C:5]2([CH2:10][CH2:9][CH:8]([C:11]3[C:16]([OH:17])=[CH:15][CH:14]=[CH:13][N:12]=3)[CH2:7][CH2:6]2)[O:4]CC1.C([O-])(O)=O.[Na+]. (9) Given the product [C:8]1(=[O:9])[C:10]2([CH2:11][CH2:12][O:13][CH2:14][CH2:15]2)[CH2:16][CH2:17][CH2:18]1, predict the reactants needed to synthesize it. The reactants are: C([Li])(C)(C)C.CO[C:8]([C:10]1([CH2:16][CH2:17][CH2:18]I)[CH2:15][CH2:14][O:13][CH2:12][CH2:11]1)=[O:9]. (10) Given the product [Br:19][C:20]1[C:21]([CH3:34])=[C:22]([CH3:33])[C:23]2[O:27][C:26]([CH2:28][N:1]3[CH2:6][CH2:5][CH2:4][CH2:3][CH2:2]3)([CH3:29])[CH2:25][C:24]=2[C:31]=1[CH3:32], predict the reactants needed to synthesize it. The reactants are: [NH:1]1[CH2:6][CH2:5][CH2:4][CH2:3][CH2:2]1.C(=O)([O-])[O-].[K+].[K+].CC(N(C)C)=O.[Br:19][C:20]1[C:21]([CH3:34])=[C:22]([CH3:33])[C:23]2[O:27][C:26]([CH2:29]I)([CH3:28])[CH2:25][C:24]=2[C:31]=1[CH3:32].